This data is from Full USPTO retrosynthesis dataset with 1.9M reactions from patents (1976-2016). The task is: Predict the reactants needed to synthesize the given product. (1) Given the product [CH3:1][O:2][C:3]([C:5]1[CH:10]=[C:9]([Br:11])[C:8](=[O:12])[N:7]([CH2:13][CH:14]2[CH2:18][CH2:17][CH2:16][CH2:15]2)[C:6]=1[CH2:19][Br:20])=[O:4], predict the reactants needed to synthesize it. The reactants are: [CH3:1][O:2][C:3]([C:5]1[CH:10]=[C:9]([Br:11])[C:8](=[O:12])[N:7]([CH2:13][CH:14]2[CH2:18][CH2:17][CH2:16][CH2:15]2)[C:6]=1[CH3:19])=[O:4].[Br:20]N1C(=O)CCC1=O.C(OOC(=O)C1C=CC=CC=1)(=O)C1C=CC=CC=1. (2) Given the product [CH3:15][C:14]([CH3:17])([CH3:16])[C:13]([O:12][C@@H:11]1[C@@H:9]([O:10][C:13](=[O:18])[C:14]([CH3:17])([CH3:16])[CH3:15])[C@H:7]([O:8][C:13](=[O:18])[C:14]([CH3:17])([CH3:16])[CH3:15])[C@@H:5]([CH2:3][O:4][C:13](=[O:18])[C:14]([CH3:17])([CH3:16])[CH3:15])[O:6][C@@H:21]1[Cl:22])=[O:18], predict the reactants needed to synthesize it. The reactants are: O=C[C@@H:3]([C@H:5]([C@@H:7]([C@@H:9]([CH2:11][OH:12])[OH:10])[OH:8])[OH:6])[OH:4].[C:13](Cl)(=[O:18])[C:14]([CH3:17])([CH3:16])[CH3:15].Cl[CH2:21][Cl:22]. (3) Given the product [C:1]([C:5]1[O:9][N:8]([CH2:12][CH2:13][CH2:14][CH3:15])[C:7](=[NH:10])[CH:6]=1)([CH3:4])([CH3:3])[CH3:2], predict the reactants needed to synthesize it. The reactants are: [C:1]([C:5]1[O:9][N:8]=[C:7]([NH2:10])[CH:6]=1)([CH3:4])([CH3:3])[CH3:2].Br[CH2:12][CH2:13][CH2:14][CH3:15]. (4) Given the product [CH:20]1([C:2]2[CH:3]=[C:4]([N+:11]([O-:13])=[O:12])[CH:5]=[C:6]3[C:10]=2[NH:9][CH:8]=[CH:7]3)[CH2:22][CH2:21]1, predict the reactants needed to synthesize it. The reactants are: Br[C:2]1[CH:3]=[C:4]([N+:11]([O-:13])=[O:12])[CH:5]=[C:6]2[C:10]=1[NH:9][CH:8]=[CH:7]2.C(=O)([O-])[O-].[Cs+].[Cs+].[CH:20]1(B(O)O)[CH2:22][CH2:21]1. (5) The reactants are: [OH-].[Na+].[ClH:3].[F:4][C:5]1[CH:6]=[C:7]([CH:31]=[CH:32][CH:33]=1)[O:8][C:9]1[CH:10]=[CH:11][C:12]2[N:16]=[C:15]([CH2:17][O:18][C:19]3[CH:20]=[C:21]([CH:26]=[CH:27][CH:28]=3)[C:22]([O:24]C)=[O:23])[N:14]([CH3:29])[C:13]=2[CH:30]=1.Cl. Given the product [ClH:3].[F:4][C:5]1[CH:6]=[C:7]([CH:31]=[CH:32][CH:33]=1)[O:8][C:9]1[CH:10]=[CH:11][C:12]2[N:16]=[C:15]([CH2:17][O:18][C:19]3[CH:20]=[C:21]([CH:26]=[CH:27][CH:28]=3)[C:22]([OH:24])=[O:23])[N:14]([CH3:29])[C:13]=2[CH:30]=1, predict the reactants needed to synthesize it. (6) Given the product [Br:1][C:2]1[CH:23]=[C:22]([CH3:24])[C:5]([O:6][C:7]2[C:12]([OH:13])=[C:11]([NH:15][CH:16]([CH2:19][CH3:20])[CH2:17][CH3:18])[CH:10]=[C:9]([CH3:21])[N:8]=2)=[C:4]([CH3:25])[CH:3]=1, predict the reactants needed to synthesize it. The reactants are: [Br:1][C:2]1[CH:23]=[C:22]([CH3:24])[C:5]([O:6][C:7]2[C:12]([O:13]C)=[C:11]([NH:15][CH:16]([CH2:19][CH3:20])[CH2:17][CH3:18])[CH:10]=[C:9]([CH3:21])[N:8]=2)=[C:4]([CH3:25])[CH:3]=1.B(Br)(Br)Br.